Predict which catalyst facilitates the given reaction. From a dataset of Catalyst prediction with 721,799 reactions and 888 catalyst types from USPTO. (1) Reactant: [C:1]1([C:7]([C:30]2[CH:35]=[CH:34][CH:33]=[CH:32][CH:31]=2)([C:24]2[CH:29]=[CH:28][CH:27]=[CH:26][CH:25]=2)[N:8]2[C:12]3[CH:13]=[C:14]([C:17]4[CH:18]=[C:19]([OH:23])[CH:20]=[CH:21][CH:22]=4)[CH:15]=[CH:16][C:11]=3[N:10]=[CH:9]2)[CH:6]=[CH:5][CH:4]=[CH:3][CH:2]=1.C1(C)C=CC(S(O[CH2:46][CH2:47][Cl:48])(=O)=O)=CC=1.C(=O)([O-])[O-].[K+].[K+]. Product: [Cl:48][CH2:47][CH2:46][O:23][C:19]1[CH:18]=[C:17]([C:14]2[CH:15]=[CH:16][C:11]3[N:10]=[CH:9][N:8]([C:7]([C:1]4[CH:6]=[CH:5][CH:4]=[CH:3][CH:2]=4)([C:24]4[CH:25]=[CH:26][CH:27]=[CH:28][CH:29]=4)[C:30]4[CH:35]=[CH:34][CH:33]=[CH:32][CH:31]=4)[C:12]=3[CH:13]=2)[CH:22]=[CH:21][CH:20]=1. The catalyst class is: 10. (2) Reactant: CC(OC(/N=N/C(OC(C)C)=O)=O)C.[CH3:15][O:16][C:17]1[CH:18]=[C:19]([C:25]#[C:26][C:27]2[C:35]3[C:30](=[N:31][CH:32]=[N:33][C:34]=3[NH2:36])[NH:29][N:28]=2)[CH:20]=[C:21]([O:23][CH3:24])[CH:22]=1.[C:37]([N:44]1[CH2:48][CH2:47][CH:46]([CH2:49]O)[CH2:45]1)([O:39][C:40]([CH3:43])([CH3:42])[CH3:41])=[O:38].C1(P(C2C=CC=CC=2)C2C=CC=CC=2)C=CC=CC=1. Product: [NH2:36][C:34]1[N:33]=[CH:32][N:31]=[C:30]2[N:29]([CH2:49][CH:46]3[CH2:47][CH2:48][N:44]([C:37]([O:39][C:40]([CH3:41])([CH3:43])[CH3:42])=[O:38])[CH2:45]3)[N:28]=[C:27]([C:26]#[C:25][C:19]3[CH:18]=[C:17]([O:16][CH3:15])[CH:22]=[C:21]([O:23][CH3:24])[CH:20]=3)[C:35]=12. The catalyst class is: 1. (3) Reactant: [NH2:1][C:2]1[CH:7]=[CH:6][CH:5]=[CH:4][C:3]=1[NH:8][C:9]([C:11]1[C:12]([N:26]2[CH2:31][CH2:30][O:29][CH2:28][CH2:27]2)=[N:13][C:14]([NH:17][C:18]2[CH:23]=[CH:22][C:21]([F:24])=[C:20]([Cl:25])[CH:19]=2)=[N:15][CH:16]=1)=O. Product: [NH:8]1[C:3]2[CH:4]=[CH:5][CH:6]=[CH:7][C:2]=2[N:1]=[C:9]1[C:11]1[C:12]([N:26]2[CH2:31][CH2:30][O:29][CH2:28][CH2:27]2)=[N:13][C:14]([NH:17][C:18]2[CH:23]=[CH:22][C:21]([F:24])=[C:20]([Cl:25])[CH:19]=2)=[N:15][CH:16]=1. The catalyst class is: 15. (4) Reactant: C[O:2][C:3](=O)[C:4]1[CH:9]=[C:8]([F:10])[CH:7]=[C:6]([N+:11]([O-])=O)[C:5]=1[CH2:14][N:15]=[N+]=[N-].C(O)(=O)C. Product: [NH2:11][C:6]1[CH:7]=[C:8]([F:10])[CH:9]=[C:4]2[C:5]=1[CH2:14][NH:15][C:3]2=[O:2]. The catalyst class is: 29. (5) Reactant: [CH3:1][O:2][CH2:3][C:4](=[S:6])[NH2:5].Br[CH2:8][C:9](=O)[C:10]([O:12][CH2:13][CH3:14])=[O:11].S([O-])([O-])(=O)=O.[Mg+2]. Product: [CH3:1][O:2][CH2:3][C:4]1[S:6][CH:8]=[C:9]([C:10]([O:12][CH2:13][CH3:14])=[O:11])[N:5]=1. The catalyst class is: 21.